Task: Regression. Given two drug SMILES strings and cell line genomic features, predict the synergy score measuring deviation from expected non-interaction effect.. Dataset: NCI-60 drug combinations with 297,098 pairs across 59 cell lines (1) Drug 1: CC12CCC3C(C1CCC2=O)CC(=C)C4=CC(=O)C=CC34C. Drug 2: CC1=CC2C(CCC3(C2CCC3(C(=O)C)OC(=O)C)C)C4(C1=CC(=O)CC4)C. Cell line: SF-268. Synergy scores: CSS=26.8, Synergy_ZIP=3.44, Synergy_Bliss=1.60, Synergy_Loewe=-38.6, Synergy_HSA=-1.81. (2) Drug 1: CC(C1=C(C=CC(=C1Cl)F)Cl)OC2=C(N=CC(=C2)C3=CN(N=C3)C4CCNCC4)N. Drug 2: CCCS(=O)(=O)NC1=C(C(=C(C=C1)F)C(=O)C2=CNC3=C2C=C(C=N3)C4=CC=C(C=C4)Cl)F. Cell line: MCF7. Synergy scores: CSS=-4.23, Synergy_ZIP=-1.49, Synergy_Bliss=-0.597, Synergy_Loewe=-10.4, Synergy_HSA=-3.02. (3) Drug 1: C1CC(C1)(C(=O)O)C(=O)O.[NH2-].[NH2-].[Pt+2]. Drug 2: CS(=O)(=O)OCCCCOS(=O)(=O)C. Cell line: NCI-H522. Synergy scores: CSS=9.34, Synergy_ZIP=-5.52, Synergy_Bliss=-2.25, Synergy_Loewe=0.258, Synergy_HSA=0.733. (4) Drug 1: C1=NC2=C(N=C(N=C2N1C3C(C(C(O3)CO)O)O)F)N. Drug 2: CC1CCC2CC(C(=CC=CC=CC(CC(C(=O)C(C(C(=CC(C(=O)CC(OC(=O)C3CCCCN3C(=O)C(=O)C1(O2)O)C(C)CC4CCC(C(C4)OC)OCCO)C)C)O)OC)C)C)C)OC. Cell line: HCT-15. Synergy scores: CSS=-1.60, Synergy_ZIP=1.18, Synergy_Bliss=3.51, Synergy_Loewe=-3.16, Synergy_HSA=-2.81. (5) Drug 1: CC1=C(C(CCC1)(C)C)C=CC(=CC=CC(=CC(=O)O)C)C. Drug 2: C1CNP(=O)(OC1)N(CCCl)CCCl. Cell line: LOX IMVI. Synergy scores: CSS=1.74, Synergy_ZIP=-0.529, Synergy_Bliss=0.683, Synergy_Loewe=-0.915, Synergy_HSA=-0.0313. (6) Drug 1: CCCS(=O)(=O)NC1=C(C(=C(C=C1)F)C(=O)C2=CNC3=C2C=C(C=N3)C4=CC=C(C=C4)Cl)F. Drug 2: CC12CCC(CC1=CCC3C2CCC4(C3CC=C4C5=CN=CC=C5)C)O. Cell line: NCI-H322M. Synergy scores: CSS=-4.88, Synergy_ZIP=3.20, Synergy_Bliss=0.879, Synergy_Loewe=-6.14, Synergy_HSA=-5.22.